Dataset: Catalyst prediction with 721,799 reactions and 888 catalyst types from USPTO. Task: Predict which catalyst facilitates the given reaction. (1) Reactant: [CH2:1]([NH:8][C:9](=[O:13])[C:10]([CH3:12])=[CH2:11])[C:2]1[CH:7]=[CH:6][CH:5]=[CH:4][CH:3]=1.[C:14]([OH:19])(=[O:18])[C:15]([CH3:17])=[CH2:16].[C:20]([OH:25])(=[O:24])[C:21]([CH3:23])=[CH2:22].[C:26]([OH:31])(=[O:30])[C:27]([CH3:29])=[CH2:28].[CH2:32]([C:34]([CH2:39]O)([CH2:37]O)[CH2:35][CH3:36])O.[Na]. Product: [CH2:1]([NH:8][C:9](=[O:13])[C:10]([CH3:12])=[CH2:11])[C:2]1[CH:7]=[CH:6][CH:5]=[CH:4][CH:3]=1.[CH3:36][CH2:35][C:34]([CH2:39][O:30][C:26]([C:27]([CH3:29])=[CH2:28])=[O:31])([CH2:37][O:24][C:20]([C:21]([CH3:23])=[CH2:22])=[O:25])[CH2:32][O:18][C:14]([C:15]([CH3:17])=[CH2:16])=[O:19]. The catalyst class is: 93. (2) Reactant: F[C:2]1[CH:7]=[CH:6][C:5]([C:8](=[O:10])[CH3:9])=[CH:4][C:3]=1[C:11]([F:14])([F:13])[F:12].[NH:15]1[CH2:19][CH2:18][CH2:17][CH2:16]1.C(=O)([O-])[O-].[K+].[K+].C(#N)C. Product: [N:15]1([C:2]2[CH:7]=[CH:6][C:5]([C:8](=[O:10])[CH3:9])=[CH:4][C:3]=2[C:11]([F:14])([F:13])[F:12])[CH2:19][CH2:18][CH2:17][CH2:16]1. The catalyst class is: 6.